Dataset: Forward reaction prediction with 1.9M reactions from USPTO patents (1976-2016). Task: Predict the product of the given reaction. (1) Given the reactants [CH3:1][N:2]([CH3:18])[CH2:3][C:4]([N:6]1[C:14]2[C:9](=[CH:10][C:11]([N+:15]([O-])=O)=[CH:12][CH:13]=2)[CH2:8][CH2:7]1)=[O:5].[H][H], predict the reaction product. The product is: [CH3:1][N:2]([CH3:18])[CH2:3][C:4]([N:6]1[C:14]2[C:9](=[CH:10][C:11]([NH2:15])=[CH:12][CH:13]=2)[CH2:8][CH2:7]1)=[O:5]. (2) Given the reactants [CH3:1][O:2][C:3]1[CH:4]=[CH:5][C:6]([CH2:30][CH:31]2[CH2:36][CH2:35][NH:34][CH2:33][CH2:32]2)=[C:7]([NH:9][C:10]2[C:11]([NH:20][S:21]([C:24]3[N:25]=[CH:26][N:27]([CH3:29])[CH:28]=3)(=[O:23])=[O:22])=[N:12][C:13]3[C:18]([N:19]=2)=[CH:17][CH:16]=[CH:15][CH:14]=3)[CH:8]=1.[CH3:37][N:38]([CH3:43])[CH2:39][C:40](O)=[O:41].[ClH:44].CN(C)CCCN=C=NCC, predict the reaction product. The product is: [ClH:44].[CH3:37][N:38]([CH3:43])[CH2:39][C:40]([N:34]1[CH2:35][CH2:36][CH:31]([CH2:30][C:6]2[CH:5]=[CH:4][C:3]([O:2][CH3:1])=[CH:8][C:7]=2[NH:9][C:10]2[C:11]([NH:20][S:21]([C:24]3[N:25]=[CH:26][N:27]([CH3:29])[CH:28]=3)(=[O:22])=[O:23])=[N:12][C:13]3[C:18]([N:19]=2)=[CH:17][CH:16]=[CH:15][CH:14]=3)[CH2:32][CH2:33]1)=[O:41]. (3) Given the reactants [F:1][C:2]1[C:7]([F:8])=[CH:6][C:5]([OH:9])=[C:4]([N+:10]([O-:12])=[O:11])[CH:3]=1.C(=O)([O-])[O-].[K+].[K+].[CH2:19](Br)[C:20]1[CH:25]=[CH:24][CH:23]=[CH:22][CH:21]=1, predict the reaction product. The product is: [CH2:19]([O:9][C:5]1[CH:6]=[C:7]([F:8])[C:2]([F:1])=[CH:3][C:4]=1[N+:10]([O-:12])=[O:11])[C:20]1[CH:25]=[CH:24][CH:23]=[CH:22][CH:21]=1.